This data is from HIV replication inhibition screening data with 41,000+ compounds from the AIDS Antiviral Screen. The task is: Binary Classification. Given a drug SMILES string, predict its activity (active/inactive) in a high-throughput screening assay against a specified biological target. (1) The compound is CCOc1ccccc1NC(=O)C(=O)C(c1ccccc1)S(=O)(=O)Cc1ccccc1. The result is 0 (inactive). (2) The molecule is O=C(O)c1nc2sc(C(=O)O)nc2s1. The result is 0 (inactive). (3) The drug is CN1CCN(CCSc2nccc(-c3cc4ccccc4s3)n2)CC1. The result is 0 (inactive). (4) The drug is [N-]=[N+]=NC1CC(n2cc(C=CBr)c(=O)[nH]c2=O)CC1CO. The result is 0 (inactive). (5) The drug is c1ccc([Sn](Sc2cccc3cccnc23)(c2ccccc2)c2ccccc2)cc1. The result is 0 (inactive). (6) The molecule is N#Cc1c(-c2ccccc2)c(-c2ccccc2)nn(CC(=O)O)c1=O. The result is 0 (inactive). (7) The molecule is CC1(C)C2CCC1C(=O)C1(C=CC(=O)CC1)C2. The result is 0 (inactive).